This data is from Full USPTO retrosynthesis dataset with 1.9M reactions from patents (1976-2016). The task is: Predict the reactants needed to synthesize the given product. (1) Given the product [Cl:106][C:94]1[CH:93]=[CH:92][C:91]([C:59]2[C:60]([C@@H:62]([NH:72][C:73](=[O:90])[CH2:74][N:75]3[C:79]4[C:80]([F:84])([F:85])[C@@H:81]5[CH2:83][C@@H:82]5[C:78]=4[C:77]([C:86]([F:88])([F:89])[F:87])=[N:76]3)[CH2:63][C:64]3[CH:65]=[C:66]([F:71])[CH:67]=[C:68]([F:70])[CH:69]=3)=[N:61][C:56]([C:7]#[C:8][CH:11]3[CH2:16][CH2:15][CH2:14][NH:13][CH2:12]3)=[CH:57][CH:58]=2)=[C:99]2[C:95]=1[C:96]([NH:101][S:102]([CH3:105])(=[O:104])=[O:103])=[N:97][N:98]2[CH3:100], predict the reactants needed to synthesize it. The reactants are: ClC1C=C[C:8]([C:11]2[C:12]([C@@H](NC(=O)CN3C4CCCCC=4C(C(F)(F)F)=N3)CC3C=C(F)C=C(F)C=3)=[N:13][C:14](C#CC3(O)CCOCC3)=[CH:15][CH:16]=2)=[C:7]2C=1C(O)=NN2C.Cl[C:56]1[N:61]=[C:60]([C@@H:62]([NH:72][C:73](=[O:90])[CH2:74][N:75]2[C:79]3[C:80]([F:85])([F:84])[C@@H:81]4[CH2:83][C@@H:82]4[C:78]=3[C:77]([C:86]([F:89])([F:88])[F:87])=[N:76]2)[CH2:63][C:64]2[CH:69]=[C:68]([F:70])[CH:67]=[C:66]([F:71])[CH:65]=2)[C:59]([C:91]2[CH:92]=[CH:93][C:94]([Cl:106])=[C:95]3[C:99]=2[N:98]([CH3:100])[N:97]=[C:96]3[NH:101][S:102]([CH3:105])(=[O:104])=[O:103])=[CH:58][CH:57]=1.Cl.C(C1CCCNC1)#C. (2) Given the product [CH:1]1([CH2:4][O:5][C:6]2[C:7]([O:24][CH2:32][C:33]3[CH:34]=[CH:35][C:36]([S:39]([CH3:42])(=[O:41])=[O:40])=[CH:37][CH:38]=3)=[C:8]([C:14]3[CH:22]=[CH:21][CH:20]=[C:19]4[C:15]=3[CH2:16][CH2:17][C:18]4=[O:23])[CH:9]=[CH:10][C:11]=2[O:12][CH3:13])[CH2:3][CH2:2]1, predict the reactants needed to synthesize it. The reactants are: [CH:1]1([CH2:4][O:5][C:6]2[C:7]([OH:24])=[C:8]([C:14]3[CH:22]=[CH:21][CH:20]=[C:19]4[C:15]=3[CH2:16][CH2:17][C:18]4=[O:23])[CH:9]=[CH:10][C:11]=2[O:12][CH3:13])[CH2:3][CH2:2]1.C(=O)([O-])[O-].[K+].[K+].Br[CH2:32][C:33]1[CH:38]=[CH:37][C:36]([S:39]([CH3:42])(=[O:41])=[O:40])=[CH:35][CH:34]=1.